Dataset: NCI-60 drug combinations with 297,098 pairs across 59 cell lines. Task: Regression. Given two drug SMILES strings and cell line genomic features, predict the synergy score measuring deviation from expected non-interaction effect. (1) Drug 1: COC1=C(C=C2C(=C1)N=CN=C2NC3=CC(=C(C=C3)F)Cl)OCCCN4CCOCC4. Drug 2: C1=CC=C(C=C1)NC(=O)CCCCCCC(=O)NO. Cell line: SR. Synergy scores: CSS=54.5, Synergy_ZIP=6.78, Synergy_Bliss=8.29, Synergy_Loewe=1.76, Synergy_HSA=9.45. (2) Drug 1: CCCCCOC(=O)NC1=NC(=O)N(C=C1F)C2C(C(C(O2)C)O)O. Drug 2: CC(C)NC(=O)C1=CC=C(C=C1)CNNC.Cl. Cell line: HCC-2998. Synergy scores: CSS=3.58, Synergy_ZIP=1.59, Synergy_Bliss=10.5, Synergy_Loewe=-7.87, Synergy_HSA=5.64. (3) Drug 1: C1CCC(CC1)NC(=O)N(CCCl)N=O. Drug 2: CS(=O)(=O)CCNCC1=CC=C(O1)C2=CC3=C(C=C2)N=CN=C3NC4=CC(=C(C=C4)OCC5=CC(=CC=C5)F)Cl. Cell line: TK-10. Synergy scores: CSS=14.1, Synergy_ZIP=-8.65, Synergy_Bliss=0.540, Synergy_Loewe=-9.75, Synergy_HSA=0.450. (4) Synergy scores: CSS=52.6, Synergy_ZIP=-3.47, Synergy_Bliss=-3.06, Synergy_Loewe=-2.89, Synergy_HSA=0.919. Drug 1: C1=NC2=C(N=C(N=C2N1C3C(C(C(O3)CO)O)O)F)N. Drug 2: N.N.Cl[Pt+2]Cl. Cell line: NCIH23. (5) Drug 1: C1CC(=O)NC(=O)C1N2CC3=C(C2=O)C=CC=C3N. Drug 2: CC1=C(N=C(N=C1N)C(CC(=O)N)NCC(C(=O)N)N)C(=O)NC(C(C2=CN=CN2)OC3C(C(C(C(O3)CO)O)O)OC4C(C(C(C(O4)CO)O)OC(=O)N)O)C(=O)NC(C)C(C(C)C(=O)NC(C(C)O)C(=O)NCCC5=NC(=CS5)C6=NC(=CS6)C(=O)NCCC[S+](C)C)O. Synergy scores: CSS=2.31, Synergy_ZIP=0.788, Synergy_Bliss=2.14, Synergy_Loewe=2.02, Synergy_HSA=1.48. Cell line: SK-MEL-28. (6) Drug 1: COC1=NC(=NC2=C1N=CN2C3C(C(C(O3)CO)O)O)N. Drug 2: CC1=C(C(=CC=C1)Cl)NC(=O)C2=CN=C(S2)NC3=CC(=NC(=N3)C)N4CCN(CC4)CCO. Cell line: SK-OV-3. Synergy scores: CSS=15.1, Synergy_ZIP=-4.81, Synergy_Bliss=-3.94, Synergy_Loewe=-59.6, Synergy_HSA=-5.04.